From a dataset of Reaction yield outcomes from USPTO patents with 853,638 reactions. Predict the reaction yield, written as a fraction of the theoretical maximum amount of product (1.0 means a 100% yield; for example, 0.34 means a 34% yield). The reactants are [CH2:1]([O:8][C:9](=[NH:13])[CH2:10][C:11]#[N:12])[C:2]1[CH:7]=[CH:6][CH:5]=[CH:4][CH:3]=1.[O:14]([C:21]([N:23]=[C:24]=[S:25])=[O:22])[C:15]1[CH:20]=[CH:19][CH:18]=[CH:17][CH:16]=1. The catalyst is C(#N)C. The product is [CH2:1]([O:8][C:9](=[NH:13])[C:10]([C:11]#[N:12])=[C:24]([SH:25])[NH:23][C:21]([O:14][C:15]1[CH:20]=[CH:19][CH:18]=[CH:17][CH:16]=1)=[O:22])[C:2]1[CH:7]=[CH:6][CH:5]=[CH:4][CH:3]=1. The yield is 0.420.